From a dataset of Reaction yield outcomes from USPTO patents with 853,638 reactions. Predict the reaction yield, written as a fraction of the theoretical maximum amount of product (1.0 means a 100% yield; for example, 0.34 means a 34% yield). (1) The reactants are Cl.[OH:2][NH2:3].C(=O)([O-])[O-].[Na+].[Na+].[O:10]1[C:14]2([CH2:19][CH2:18][CH2:17][CH2:16][CH2:15]2)[O:13][CH2:12][C@@H:11]1[CH:20]=O. The catalyst is O.C1COCC1. The product is [O:10]1[C:14]2([CH2:19][CH2:18][CH2:17][CH2:16][CH2:15]2)[O:13][CH2:12][C@@H:11]1[CH:20]=[N:3][OH:2]. The yield is 0.990. (2) The reactants are [N:1]1([CH2:6][CH:7]2[NH:12][CH2:11][CH2:10][N:9]([C:13]([O:15][C:16]([CH3:19])([CH3:18])[CH3:17])=[O:14])[CH2:8]2)[CH:5]=[N:4][CH:3]=[N:2]1.C(N(C(C)C)CC)(C)C.[C:29]([C:31]1[CH:32]=[CH:33][C:34]([O:41][C:42]2[CH:47]=[C:46]([Cl:48])[CH:45]=[C:44]([Cl:49])[CH:43]=2)=[C:35]([S:37](Cl)(=[O:39])=[O:38])[CH:36]=1)#[N:30]. The catalyst is C1COCC1. The product is [C:29]([C:31]1[CH:32]=[CH:33][C:34]([O:41][C:42]2[CH:47]=[C:46]([Cl:48])[CH:45]=[C:44]([Cl:49])[CH:43]=2)=[C:35]([S:37]([N:12]2[CH2:11][CH2:10][N:9]([C:13]([O:15][C:16]([CH3:19])([CH3:18])[CH3:17])=[O:14])[CH2:8][CH:7]2[CH2:6][N:1]2[CH:5]=[N:4][CH:3]=[N:2]2)(=[O:38])=[O:39])[CH:36]=1)#[N:30]. The yield is 0.649. (3) The reactants are [Br:1][C:2]1[C:7]([O:8][CH3:9])=[CH:6][C:5]([C:10]2[N:11]=[CH:12][O:13][CH:14]=2)=[CH:4][C:3]=1[O:15][CH3:16].[Li+].CC([N-]C(C)C)C.CON(C)[C:28](=[O:44])[CH:29]([O:42][CH3:43])[C:30]1[CH:35]=[CH:34][C:33]([N:36]2[CH2:41][CH2:40][O:39][CH2:38][CH2:37]2)=[CH:32][CH:31]=1. The catalyst is C1COCC1. The product is [Br:1][C:2]1[C:7]([O:8][CH3:9])=[CH:6][C:5]([C:10]2[N:11]=[C:12]([C:28](=[O:44])[CH:29]([O:42][CH3:43])[C:30]3[CH:31]=[CH:32][C:33]([N:36]4[CH2:37][CH2:38][O:39][CH2:40][CH2:41]4)=[CH:34][CH:35]=3)[O:13][CH:14]=2)=[CH:4][C:3]=1[O:15][CH3:16]. The yield is 0.340. (4) The reactants are [CH2:1]([C:5]1[N:10]=[C:9]([CH3:11])[N:8]([CH2:12][C:13]2[CH:18]=[N:17][CH:16]=[CH:15][N:14]=2)[C:7](=[O:19])[C:6]=1[CH2:20][C:21]1[CH:26]=[CH:25][C:24]([C:27]2[CH:32]=[CH:31][CH:30]=[CH:29][C:28]=2[C:33]2[NH:37][C:36](=[O:38])[O:35][N:34]=2)=[CH:23][CH:22]=1)[CH2:2][CH2:3][CH3:4].[ClH:39].C(OCC)(=O)C. The catalyst is C(OCC)(=O)C. The product is [ClH:39].[CH2:1]([C:5]1[N:10]=[C:9]([CH3:11])[N:8]([CH2:12][C:13]2[CH:18]=[N:17][CH:16]=[CH:15][N:14]=2)[C:7](=[O:19])[C:6]=1[CH2:20][C:21]1[CH:26]=[CH:25][C:24]([C:27]2[CH:32]=[CH:31][CH:30]=[CH:29][C:28]=2[C:33]2[NH:37][C:36](=[O:38])[O:35][N:34]=2)=[CH:23][CH:22]=1)[CH2:2][CH2:3][CH3:4]. The yield is 0.860. (5) The reactants are [Br:1][C:2]1[CH:20]=[N:19][C:5]2=[N:6][C:7]([N:12]3[CH2:17][CH2:16][N:15]([CH3:18])[CH2:14][CH2:13]3)=[C:8]([NH:10][NH2:11])[N:9]=[C:4]2[CH:3]=1.[CH:21](OC)(OC)OC. The catalyst is CCOCC. The product is [Br:1][C:2]1[CH:20]=[N:19][C:5]2[N:6]=[C:7]([N:12]3[CH2:17][CH2:16][N:15]([CH3:18])[CH2:14][CH2:13]3)[C:8]3[N:9]([CH:21]=[N:11][N:10]=3)[C:4]=2[CH:3]=1. The yield is 0.290. (6) The reactants are [OH:1][C:2]1[CH:7]=[CH:6][C:5]([C:8](=[O:16])[CH2:9][CH2:10][CH2:11][CH2:12][CH2:13][CH2:14][CH3:15])=[CH:4][CH:3]=1.Br[CH:18]([CH2:24][CH2:25][CH2:26][CH2:27][CH2:28][CH3:29])[C:19]([O:21][CH2:22][CH3:23])=[O:20]. No catalyst specified. The product is [C:8]([C:5]1[CH:4]=[CH:3][C:2]([O:1][CH:18]([CH2:24][CH2:25][CH2:26][CH2:27][CH2:28][CH3:29])[C:19]([O:21][CH2:22][CH3:23])=[O:20])=[CH:7][CH:6]=1)(=[O:16])[CH2:9][CH2:10][CH2:11][CH2:12][CH2:13][CH2:14][CH3:15]. The yield is 0.780.